From a dataset of Reaction yield outcomes from USPTO patents with 853,638 reactions. Predict the reaction yield, written as a fraction of the theoretical maximum amount of product (1.0 means a 100% yield; for example, 0.34 means a 34% yield). (1) The reactants are [CH2:1]([O:3][C:4](=[O:21])[CH:5]([C:8]1[CH:13]=[CH:12][C:11]([N+:14]([O-])=O)=[C:10]([S:17][CH:18]([CH3:20])[CH3:19])[CH:9]=1)[CH2:6][CH3:7])[CH3:2].Cl[Sn]Cl.O. The catalyst is C(O)C. The product is [CH2:1]([O:3][C:4](=[O:21])[CH:5]([C:8]1[CH:13]=[CH:12][C:11]([NH2:14])=[C:10]([S:17][CH:18]([CH3:19])[CH3:20])[CH:9]=1)[CH2:6][CH3:7])[CH3:2]. The yield is 1.00. (2) The reactants are [CH3:1][C:2]1[S:3][C:4]([C:10]2[CH:15]=[CH:14][CH:13]=[CH:12][CH:11]=2)=[C:5]([C:7]([OH:9])=O)[N:6]=1.CCN(C(C)C)C(C)C.CN(C(ON1N=NC2C=CC=CC1=2)=[N+](C)C)C.[B-](F)(F)(F)F.[Br:47][C:48]1[CH:49]=[CH:50][C:51]2[N:52]([CH:55]=[C:56]([CH2:58][C@@H:59]3[CH2:64][CH2:63][CH2:62][CH2:61][NH:60]3)[N:57]=2)[C:53]=1[CH3:54]. The catalyst is CN(C=O)C.[Cl-].[Na+].O. The product is [Br:47][C:48]1[CH:49]=[CH:50][C:51]2[N:52]([CH:55]=[C:56]([CH2:58][C@@H:59]3[CH2:64][CH2:63][CH2:62][CH2:61][N:60]3[C:7]([C:5]3[N:6]=[C:2]([CH3:1])[S:3][C:4]=3[C:10]3[CH:15]=[CH:14][CH:13]=[CH:12][CH:11]=3)=[O:9])[N:57]=2)[C:53]=1[CH3:54]. The yield is 0.0200. (3) The reactants are [Cl-].[NH4+].[C:3]([C:5]([C:8]1[CH:9]=[C:10]([CH:24]=[CH:25][CH:26]=1)[C:11]([NH:13][C:14]1[CH:19]=[CH:18][C:17]([F:20])=[C:16]([N+:21]([O-])=O)[CH:15]=1)=[O:12])([CH3:7])[CH3:6])#[N:4]. The catalyst is O.CO.[Fe]. The product is [NH2:21][C:16]1[CH:15]=[C:14]([NH:13][C:11](=[O:12])[C:10]2[CH:24]=[CH:25][CH:26]=[C:8]([C:5]([C:3]#[N:4])([CH3:6])[CH3:7])[CH:9]=2)[CH:19]=[CH:18][C:17]=1[F:20]. The yield is 0.547. (4) The reactants are [N+:1]([C:4]1[CH:5]=[N:6][CH:7]=[CH:8][C:9]=1[O:10][CH:11]1[CH2:14][O:13][CH2:12]1)([O-])=O. The catalyst is CO.[Pd]. The product is [O:13]1[CH2:12][CH:11]([O:10][C:9]2[CH:8]=[CH:7][N:6]=[CH:5][C:4]=2[NH2:1])[CH2:14]1. The yield is 0.977. (5) The reactants are [F:1][C:2]1[CH:3]=[C:4]([CH:14]=[CH:15][C:16]=1[CH:17]([NH:21][C:22]1[CH:23]=[N:24][C:25]([N:28]2[CH:32]=[C:31]([C:33]([F:36])([F:35])[F:34])[CH:30]=[N:29]2)=[CH:26][CH:27]=1)[CH2:18][CH2:19][CH3:20])[C:5]([NH:7][CH2:8][CH2:9][C:10]([O:12]C)=[O:11])=[O:6].[OH-].[Li+].Cl. The catalyst is O1CCCC1. The product is [F:1][C:2]1[CH:3]=[C:4]([CH:14]=[CH:15][C:16]=1[CH:17]([NH:21][C:22]1[CH:23]=[N:24][C:25]([N:28]2[CH:32]=[C:31]([C:33]([F:35])([F:34])[F:36])[CH:30]=[N:29]2)=[CH:26][CH:27]=1)[CH2:18][CH2:19][CH3:20])[C:5]([NH:7][CH2:8][CH2:9][C:10]([OH:12])=[O:11])=[O:6]. The yield is 0.590.